This data is from Full USPTO retrosynthesis dataset with 1.9M reactions from patents (1976-2016). The task is: Predict the reactants needed to synthesize the given product. (1) The reactants are: [CH:1]([O:4][CH2:5][CH:6]1[O:8][CH2:7]1)([CH3:3])[CH3:2].[CH3:9][C:10]([NH2:21])([CH3:20])[CH2:11][C:12]1[CH:17]=[CH:16][C:15]([O:18][CH3:19])=[CH:14][CH:13]=1. Given the product [OH:8][CH:6]([CH2:5][O:4][CH:1]([CH3:2])[CH3:3])[CH2:7][NH:21][C:10]([CH3:20])([CH3:9])[CH2:11][C:12]1[CH:17]=[CH:16][C:15]([O:18][CH3:19])=[CH:14][CH:13]=1, predict the reactants needed to synthesize it. (2) Given the product [F:1][C:2]1[CH:3]=[C:4]([CH:5]=[CH:6][C:7]=1[O:8][C:9]1[CH:14]=[N:13][C:12]([C:15]([F:17])([F:18])[F:16])=[N:11][CH:10]=1)[CH2:19][O:20][C:34]1[CH:35]=[C:36]2[NH:28][C:29]([CH3:40])([CH3:39])[CH2:30][N:31]2[C:32](=[O:38])[N:33]=1, predict the reactants needed to synthesize it. The reactants are: [F:1][C:2]1[CH:3]=[C:4]([CH2:19][OH:20])[CH:5]=[CH:6][C:7]=1[O:8][C:9]1[CH:10]=[N:11][C:12]([C:15]([F:18])([F:17])[F:16])=[N:13][CH:14]=1.C(OC([N:28]1[C:36]2[N:31]([C:32](=[O:38])[N:33]=[C:34](Cl)[CH:35]=2)[CH2:30][C:29]1([CH3:40])[CH3:39])=O)(C)(C)C. (3) Given the product [CH3:18][O:19][CH2:20][CH2:21][N:22]([CH2:23][CH2:24][O:25][CH3:26])[C:2]1[CH:3]=[C:4]([NH2:8])[N:5]=[CH:6][N:7]=1, predict the reactants needed to synthesize it. The reactants are: Cl[C:2]1[N:7]=[CH:6][N:5]=[C:4]([NH2:8])[CH:3]=1.C(N(C(C)C)CC)(C)C.[CH3:18][O:19][CH2:20][CH2:21][NH:22][CH2:23][CH2:24][O:25][CH3:26]. (4) Given the product [CH3:15][N:14]([CH3:16])[C:12]1[C:11]([C:17]([F:20])([F:19])[F:18])=[CH:10][C:9]2[NH:21][C:22](=[O:40])[CH2:23][C:24]([C:26]3[CH:31]=[CH:30][CH:29]=[C:28]([C:32]4[CH:33]=[C:34]([CH3:39])[N:35]=[C:36]([CH3:38])[CH:37]=4)[CH:27]=3)=[N:7][C:8]=2[CH:13]=1, predict the reactants needed to synthesize it. The reactants are: C(OC(=O)[NH:7][C:8]1[CH:13]=[C:12]([N:14]([CH3:16])[CH3:15])[C:11]([C:17]([F:20])([F:19])[F:18])=[CH:10][C:9]=1[NH:21][C:22](=[O:40])[CH2:23][C:24]([C:26]1[CH:31]=[CH:30][CH:29]=[C:28]([C:32]2[CH:37]=[C:36]([CH3:38])[N:35]=[C:34]([CH3:39])[CH:33]=2)[CH:27]=1)=O)(C)(C)C.C(O)(C(F)(F)F)=O. (5) Given the product [S:1]1[CH:5]=[C:4]([C:6]2[N:14]=[C:13]3[C:9]([N:10]=[CH:11][N:12]3[CH:15]([CH3:17])[CH3:16])=[C:8]([NH:35][CH2:34][CH2:33][C:30]3[C:26]4[C:25](=[CH:24][CH:23]=[C:28]([OH:29])[CH:27]=4)[NH:32][CH:31]=3)[N:7]=2)[C:3]2[CH:19]=[CH:20][CH:21]=[CH:22][C:2]1=2, predict the reactants needed to synthesize it. The reactants are: [S:1]1[CH:5]=[C:4]([C:6]2[N:14]=[C:13]3[C:9]([N:10]=[CH:11][N:12]3[CH:15]([CH3:17])[CH3:16])=[C:8](Cl)[N:7]=2)[C:3]2[CH:19]=[CH:20][CH:21]=[CH:22][C:2]1=2.[CH:23]1[C:28]([OH:29])=[CH:27][C:26]2[C:30]([CH2:33][CH2:34][NH2:35])=[CH:31][NH:32][C:25]=2[CH:24]=1. (6) Given the product [CH4:1].[C:1]1([CH3:21])[CH:6]=[CH:5][CH:4]=[CH:3][C:2]=1[NH:7][C:8]1[O:9][C:10]2[CH:16]=[C:15]([CH2:17][C:18]([NH:46][C:47]3[CH:48]=[C:49]4[C:53](=[CH:54][CH:55]=3)[CH2:52][CH:51]([CH2:56][C:57]([OH:59])=[O:58])[CH2:50]4)=[O:20])[CH:14]=[CH:13][C:11]=2[N:12]=1, predict the reactants needed to synthesize it. The reactants are: [C:1]1([CH3:21])[CH:6]=[CH:5][CH:4]=[CH:3][C:2]=1[NH:7][C:8]1[O:9][C:10]2[CH:16]=[C:15]([CH2:17][C:18]([OH:20])=O)[CH:14]=[CH:13][C:11]=2[N:12]=1.C(N(C(C)C)CC)(C)C.F[P-](F)(F)(F)(F)F.C[N+](C)=C(N(C)C)O.[NH2:46][C:47]1[CH:48]=[C:49]2[C:53](=[CH:54][CH:55]=1)[CH2:52][CH:51]([CH2:56][C:57]([O:59]CC)=[O:58])[CH2:50]2.[OH-].[Na+]. (7) The reactants are: [Cl:1][C:2]1[CH:7]=[CH:6][C:5]([CH:8](O)[C:9]2[CH:14]=[CH:13][C:12]([C:15]3[NH:19][C:18]4[CH:20]=[CH:21][C:22]([C:24]([NH2:26])=[O:25])=[CH:23][C:17]=4[N:16]=3)=[CH:11][CH:10]=2)=[CH:4][CH:3]=1.S(Cl)(Cl)=O.[NH:32]1[CH2:37][CH2:36][NH:35][CH2:34][CH2:33]1. Given the product [Cl:1][C:2]1[CH:7]=[CH:6][C:5]([CH:8]([N:32]2[CH2:37][CH2:36][NH:35][CH2:34][CH2:33]2)[C:9]2[CH:14]=[CH:13][C:12]([C:15]3[NH:19][C:18]4[CH:20]=[CH:21][C:22]([C:24]([NH2:26])=[O:25])=[CH:23][C:17]=4[N:16]=3)=[CH:11][CH:10]=2)=[CH:4][CH:3]=1, predict the reactants needed to synthesize it. (8) Given the product [F:18][C:4]([F:3])([F:17])[C:5]1[CH:6]=[CH:7][C:8]([C:11]2([C:12]([OH:14])=[O:13])[CH2:24][CH2:23][O:22][CH2:21][CH2:20]2)=[CH:9][CH:10]=1, predict the reactants needed to synthesize it. The reactants are: [H-].[Na+].[F:3][C:4]([F:18])([F:17])[C:5]1[CH:10]=[CH:9][C:8]([CH2:11][C:12]([O:14]CC)=[O:13])=[CH:7][CH:6]=1.Br[CH2:20][CH2:21][O:22][CH2:23][CH2:24]Br. (9) Given the product [F:23][C:20]([F:21])([F:22])[C:18]1[CH:19]=[C:14]([CH:15]=[C:16]([C:24]([F:26])([F:27])[F:25])[CH:17]=1)[CH2:13][NH:12][C:9]1[N:10]=[N:11][N:7]([CH3:6])[N:8]=1, predict the reactants needed to synthesize it. The reactants are: [BH4-].[Na+].CCO.[CH3:6][N:7]1[N:11]=[N:10][C:9]([N:12]=[CH:13][C:14]2[CH:19]=[C:18]([C:20]([F:23])([F:22])[F:21])[CH:17]=[C:16]([C:24]([F:27])([F:26])[F:25])[CH:15]=2)=[N:8]1.[NH4+].[Cl-].